Dataset: Catalyst prediction with 721,799 reactions and 888 catalyst types from USPTO. Task: Predict which catalyst facilitates the given reaction. (1) Reactant: [NH2:1][C:2]1[S:6][N:5]=[C:4](/[C:7](=[N:38]/[O:39][C:40]([C:43]([O:45]C(C)(C)C)=[O:44])([CH3:42])[CH3:41])/[C:8]([NH:10][C@@H:11]2[C:36](=[O:37])[N:13]3[C:14]([C:20]([O:22]C(C4C=CC=CC=4)C4C=CC=CC=4)=[O:21])=[C:15]([CH2:18]I)[CH2:16][S:17][C@H:12]23)=[O:9])[N:3]=1.C[Si](C)(C)NC(=O)C.[CH3:58][N:59]1[C:63]([NH:64]C(C2C=CC=CC=2)(C2C=CC=CC=2)C2C=CC=CC=2)=[C:62]([NH:84][C:85]([N:87]2[CH2:91][CH2:90][C@H:89]([NH:92]C(=O)OC(C)(C)C)[CH2:88]2)=[O:86])[CH:61]=[N:60]1.C(OCC)(=O)C. Product: [NH2:64][C:63]1[N:59]([CH3:58])[N+:60]([CH2:18][C:15]2[CH2:16][S:17][C@@H:12]3[C@H:11]([NH:10][C:8](=[O:9])/[C:7](/[C:4]4[N:3]=[C:2]([NH2:1])[S:6][N:5]=4)=[N:38]\[O:39][C:40]([C:43]([OH:45])=[O:44])([CH3:42])[CH3:41])[C:36](=[O:37])[N:13]3[C:14]=2[C:20]([O-:22])=[O:21])=[CH:61][C:62]=1[NH:84][C:85]([N:87]1[CH2:91][CH2:90][C@H:89]([NH2:92])[CH2:88]1)=[O:86]. The catalyst class is: 35. (2) The catalyst class is: 3. Product: [C:26]([O:25][C:23]([N:3]([C:23]([O:25][C:26]([CH3:29])([CH3:28])[CH3:27])=[O:24])[C:4]1[C:18]([N+:19]([O-:21])=[O:20])=[CH:17][C:7]([O:8][CH2:9][CH2:10][CH2:11][C:12]([O:14][CH2:15][CH3:16])=[O:13])=[CH:6][C:5]=1[CH3:22])=[O:24])([CH3:29])([CH3:28])[CH3:27]. Reactant: [H-].[Na+].[NH2:3][C:4]1[C:18]([N+:19]([O-:21])=[O:20])=[CH:17][C:7]([O:8][CH2:9][CH2:10][CH2:11][C:12]([O:14][CH2:15][CH3:16])=[O:13])=[CH:6][C:5]=1[CH3:22].[C:23](O[C:23]([O:25][C:26]([CH3:29])([CH3:28])[CH3:27])=[O:24])([O:25][C:26]([CH3:29])([CH3:28])[CH3:27])=[O:24]. (3) Reactant: [C:1]([O:7][CH2:8][N:9]1[C:13]2[N:14]=[N:15][CH:16]=[C:17]([C:18]3[CH:19]=[N:20][N:21](C(OCC)C)[CH:22]=3)[C:12]=2[CH:11]=[CH:10]1)(=[O:6])[C:2]([CH3:5])([CH3:4])[CH3:3].Cl.[OH-].[Na+]. Product: [C:1]([O:7][CH2:8][N:9]1[C:13]2[N:14]=[N:15][CH:16]=[C:17]([C:18]3[CH:19]=[N:20][NH:21][CH:22]=3)[C:12]=2[CH:11]=[CH:10]1)(=[O:6])[C:2]([CH3:5])([CH3:4])[CH3:3]. The catalyst class is: 7.